Dataset: Peptide-MHC class II binding affinity with 134,281 pairs from IEDB. Task: Regression. Given a peptide amino acid sequence and an MHC pseudo amino acid sequence, predict their binding affinity value. This is MHC class II binding data. The peptide sequence is AFKVFATAANAAPAN. The MHC is DRB1_0401 with pseudo-sequence DRB1_0401. The binding affinity (normalized) is 0.175.